This data is from Reaction yield outcomes from USPTO patents with 853,638 reactions. The task is: Predict the reaction yield, written as a fraction of the theoretical maximum amount of product (1.0 means a 100% yield; for example, 0.34 means a 34% yield). The reactants are Br[C:2]1[O:11][CH2:10][C:9]2[CH:8]([N:12]([CH3:14])[CH3:13])[CH2:7][C:6]3=[CH:15][N:16]([Si:18]([CH:25]([CH3:27])[CH3:26])([CH:22]([CH3:24])[CH3:23])[CH:19]([CH3:21])[CH3:20])[CH:17]=[C:4]([C:5]=23)[CH:3]=1.[Li]CCCC.CN(C)[CH:35]=[O:36]. The catalyst is O1CCCC1.[Cl-].[NH4+]. The product is [CH3:13][N:12]([CH3:14])[CH:8]1[C:9]2[CH2:10][O:11][C:2]([CH:35]=[O:36])=[CH:3][C:4]3=[CH:17][N:16]([Si:18]([CH:22]([CH3:24])[CH3:23])([CH:25]([CH3:26])[CH3:27])[CH:19]([CH3:20])[CH3:21])[CH:15]=[C:6]([C:5]=23)[CH2:7]1. The yield is 0.590.